From a dataset of NCI-60 drug combinations with 297,098 pairs across 59 cell lines. Regression. Given two drug SMILES strings and cell line genomic features, predict the synergy score measuring deviation from expected non-interaction effect. (1) Drug 2: C1=NC2=C(N=C(N=C2N1C3C(C(C(O3)CO)O)F)Cl)N. Drug 1: CCC1(CC2CC(C3=C(CCN(C2)C1)C4=CC=CC=C4N3)(C5=C(C=C6C(=C5)C78CCN9C7C(C=CC9)(C(C(C8N6C)(C(=O)OC)O)OC(=O)C)CC)OC)C(=O)OC)O.OS(=O)(=O)O. Cell line: M14. Synergy scores: CSS=8.66, Synergy_ZIP=-2.05, Synergy_Bliss=-0.746, Synergy_Loewe=-0.648, Synergy_HSA=-2.30. (2) Drug 1: CC=C1C(=O)NC(C(=O)OC2CC(=O)NC(C(=O)NC(CSSCCC=C2)C(=O)N1)C(C)C)C(C)C. Drug 2: C1C(C(OC1N2C=NC3=C2NC=NCC3O)CO)O. Cell line: HCT116. Synergy scores: CSS=66.6, Synergy_ZIP=-1.62, Synergy_Bliss=-3.04, Synergy_Loewe=-65.4, Synergy_HSA=-3.50. (3) Drug 1: C1=C(C(=O)NC(=O)N1)N(CCCl)CCCl. Drug 2: CCCS(=O)(=O)NC1=C(C(=C(C=C1)F)C(=O)C2=CNC3=C2C=C(C=N3)C4=CC=C(C=C4)Cl)F. Cell line: CAKI-1. Synergy scores: CSS=46.0, Synergy_ZIP=-3.81, Synergy_Bliss=-5.24, Synergy_Loewe=-4.51, Synergy_HSA=-2.94. (4) Drug 1: CNC(=O)C1=CC=CC=C1SC2=CC3=C(C=C2)C(=NN3)C=CC4=CC=CC=N4. Drug 2: CC(C)CN1C=NC2=C1C3=CC=CC=C3N=C2N. Cell line: UO-31. Synergy scores: CSS=-2.74, Synergy_ZIP=-0.0178, Synergy_Bliss=-2.67, Synergy_Loewe=-2.54, Synergy_HSA=-2.87. (5) Drug 1: CC1=C2C(C(=O)C3(C(CC4C(C3C(C(C2(C)C)(CC1OC(=O)C(C(C5=CC=CC=C5)NC(=O)OC(C)(C)C)O)O)OC(=O)C6=CC=CC=C6)(CO4)OC(=O)C)O)C)O. Drug 2: CC(C)NC(=O)C1=CC=C(C=C1)CNNC.Cl. Cell line: HCT-15. Synergy scores: CSS=-5.38, Synergy_ZIP=-2.32, Synergy_Bliss=-9.65, Synergy_Loewe=-4.26, Synergy_HSA=-8.01. (6) Drug 1: CN(C)N=NC1=C(NC=N1)C(=O)N. Drug 2: C1=NC2=C(N=C(N=C2N1C3C(C(C(O3)CO)O)F)Cl)N. Cell line: SNB-19. Synergy scores: CSS=23.1, Synergy_ZIP=-5.52, Synergy_Bliss=-10.5, Synergy_Loewe=-48.7, Synergy_HSA=-11.6.